This data is from Full USPTO retrosynthesis dataset with 1.9M reactions from patents (1976-2016). The task is: Predict the reactants needed to synthesize the given product. (1) The reactants are: [CH3:1][C:2]1[CH2:7][CH2:6][CH2:5][C:4]([CH3:9])([CH3:8])[C:3]=1[CH:10]=O.[CH2:12]([C:14]1[CH:15]=[C:16]([CH:18]=[CH:19][CH:20]=1)[NH2:17])[CH3:13].C(O)(=O)C.C([BH3-])#N.[Na+]. Given the product [CH2:12]([C:14]1[CH:15]=[C:16]([CH:18]=[CH:19][CH:20]=1)[NH:17][CH2:10][C:3]1[C:4]([CH3:9])([CH3:8])[CH2:5][CH2:6][CH2:7][C:2]=1[CH3:1])[CH3:13], predict the reactants needed to synthesize it. (2) Given the product [CH:32]1[C:41]2[CH2:40][CH2:39][CH2:38][CH2:37][C:36]=2[CH:35]=[CH:34][C:33]=1[O:42][C:43]1[CH:44]=[CH:45][C:46]([CH2:47][NH:48][C:4](=[O:6])[C:3]2[CH:7]=[CH:8][CH:9]=[N:10][C:2]=2[NH2:1])=[CH:49][CH:50]=1, predict the reactants needed to synthesize it. The reactants are: [NH2:1][C:2]1[N:10]=[CH:9][CH:8]=[CH:7][C:3]=1[C:4]([OH:6])=O.ON1C2C=CC=CC=2N=N1.CCN=C=NCCCN(C)C.[CH:32]1[C:41]2[CH2:40][CH2:39][CH2:38][CH2:37][C:36]=2[CH:35]=[CH:34][C:33]=1[O:42][C:43]1[CH:50]=[CH:49][C:46]([CH2:47][NH2:48])=[CH:45][CH:44]=1.C(=O)(O)[O-].[Na+]. (3) The reactants are: [Cl:1][CH2:2][C:3]([N:5]1[C@@H:12]([C:13]#[CH:14])[CH2:11][CH2:10][C@H:6]1[C:7](O)=[O:8])=[O:4].C[N:16]1CCOCC1.C(OC(Cl)=O)C(C)C.N.O1CCOCC1. Given the product [Cl:1][CH2:2][C:3]([N:5]1[C@@H:12]([C:13]#[CH:14])[CH2:11][CH2:10][C@H:6]1[C:7]([NH2:16])=[O:8])=[O:4], predict the reactants needed to synthesize it. (4) Given the product [CH2:1]([NH:8][S:17]([C:20]1[CH:21]=[CH:22][C:23]([C:24]([O:26][CH3:27])=[O:25])=[CH:28][CH:29]=1)(=[O:19])=[O:18])[C:2]1[CH:7]=[CH:6][CH:5]=[CH:4][CH:3]=1, predict the reactants needed to synthesize it. The reactants are: [CH2:1]([NH2:8])[C:2]1[CH:7]=[CH:6][CH:5]=[CH:4][CH:3]=1.CCN(CC)CC.Cl[S:17]([C:20]1[CH:29]=[CH:28][C:23]([C:24]([O:26][CH3:27])=[O:25])=[CH:22][CH:21]=1)(=[O:19])=[O:18].[Cl-].[NH4+]. (5) Given the product [CH2:1]([N:8]1[CH2:13][CH2:12][C:11]([CH2:14][NH2:16])([CH3:17])[CH2:10][CH2:9]1)[C:2]1[CH:7]=[CH:6][CH:5]=[CH:4][CH:3]=1, predict the reactants needed to synthesize it. The reactants are: [CH2:1]([N:8]1[CH2:13][CH2:12][C:11]([CH3:17])([C:14]([NH2:16])=O)[CH2:10][CH2:9]1)[C:2]1[CH:7]=[CH:6][CH:5]=[CH:4][CH:3]=1.[OH-].[Na+].O. (6) Given the product [F:36][C:37]([F:56])([F:55])[S:38]([O:22][C:13]1[CH:12]=[C:11]2[C:16]([O:17][C:18]3[C:19]([F:21])=[CH:20][C:7]([C:3]4[CH2:2][O:1][CH2:6][CH2:5][CH:4]=4)=[CH:8][C:9]=3[C@:10]32[N:27]=[C:26]([NH:28][C:29]([O:30][C:31]([CH3:32])([CH3:34])[CH3:33])=[O:35])[CH2:25][O:24][CH2:23]3)=[CH:15][CH:14]=1)(=[O:40])=[O:39], predict the reactants needed to synthesize it. The reactants are: [O:1]1[CH2:6][CH2:5][CH:4]=[C:3]([C:7]2[CH:20]=[C:19]([F:21])[C:18]3[O:17][C:16]4[C:11](=[CH:12][C:13]([OH:22])=[CH:14][CH:15]=4)[C@:10]4([N:27]=[C:26]([NH:28][C:29](=[O:35])[O:30][C:31]([CH3:34])([CH3:33])[CH3:32])[CH2:25][O:24][CH2:23]4)[C:9]=3[CH:8]=2)[CH2:2]1.[F:36][C:37]([F:56])([F:55])[S:38](N(C1C=CC=CC=1)[S:38]([C:37]([F:56])([F:55])[F:36])(=[O:40])=[O:39])(=[O:40])=[O:39].